Predict the reaction yield, written as a fraction of the theoretical maximum amount of product (1.0 means a 100% yield; for example, 0.34 means a 34% yield). From a dataset of Reaction yield outcomes from USPTO patents with 853,638 reactions. (1) The reactants are [C:1]([O:5][C:6]([N:8]1[CH2:13][CH2:12][N:11]([C:14]2[CH:19]=[CH:18][C:17]([NH:20][C:21]3[N:26]=[C:25]([CH2:27][CH2:28][C:29]4[CH:34]=[CH:33][CH:32]=[CH:31][C:30]=4[CH2:35][C:36]([O-])=[O:37])[C:24]([C:39]([F:42])([F:41])[F:40])=[CH:23][N:22]=3)=[CH:16][CH:15]=2)[CH2:10][CH2:9]1)=[O:7])([CH3:4])([CH3:3])[CH3:2].[Li+].O[N:45]1C2C=CC=CC=2N=N1.CCN=C=NCCCN(C)C.C(N(CC)C(C)C)(C)C.C(=O)([O-])[O-].[NH4+].[NH4+]. The catalyst is C1COCC1.CN(C=O)C. The product is [NH2:45][C:36](=[O:37])[CH2:35][C:30]1[CH:31]=[CH:32][CH:33]=[CH:34][C:29]=1[CH2:28][CH2:27][C:25]1[C:24]([C:39]([F:40])([F:42])[F:41])=[CH:23][N:22]=[C:21]([NH:20][C:17]2[CH:16]=[CH:15][C:14]([N:11]3[CH2:10][CH2:9][N:8]([C:6]([O:5][C:1]([CH3:3])([CH3:2])[CH3:4])=[O:7])[CH2:13][CH2:12]3)=[CH:19][CH:18]=2)[N:26]=1. The yield is 0.680. (2) The reactants are P(Br)(Br)[Br:2].[Br:5][C:6]1[CH:11]=[CH:10][C:9]([CH2:12]O)=[C:8]([Cl:14])[CH:7]=1.[OH-].[Na+]. The catalyst is ClC(Cl)C. The product is [Br:5][C:6]1[CH:11]=[CH:10][C:9]([CH2:12][Br:2])=[C:8]([Cl:14])[CH:7]=1. The yield is 0.570. (3) The product is [Br:17][C:14]1[CH:15]=[N:16][C:8]2[NH:7][C:2](=[O:3])[NH:12][C:10](=[O:11])[C:9]=2[CH:13]=1. The catalyst is C1(C)C=CC=CC=1. The reactants are C(Cl)(=O)[C:2](Cl)=[O:3].[NH2:7][C:8]1[N:16]=[CH:15][C:14]([Br:17])=[CH:13][C:9]=1[C:10]([NH2:12])=[O:11]. The yield is 0.770. (4) The yield is 0.990. The catalyst is CN(C=O)C.CN(C1C=CN=CC=1)C.O. The product is [Br:1][C:2]1[CH:14]=[C:13]([C:15]([NH2:16])=[O:17])[C:12]2[NH:11][C:10]3[C:5]([C:4]=2[CH:3]=1)=[CH:6][CH:7]=[C:8]([C:18]([N:49]1[CH2:48][C@H:47]([CH3:46])[O:52][C@H:51]([CH3:53])[CH2:50]1)=[O:20])[CH:9]=3. The reactants are [Br:1][C:2]1[CH:3]=[C:4]2[C:12](=[C:13]([C:15](=[O:17])[NH2:16])[CH:14]=1)[NH:11][C:10]1[CH:9]=[C:8]([C:18]([OH:20])=O)[CH:7]=[CH:6][C:5]2=1.CN(C(ON1N=NC2C=CC(=CC1=2)Cl)=[N+](C)C)C.F[P-](F)(F)(F)(F)F.[CH3:46][C@H:47]1[O:52][C@@H:51]([CH3:53])[CH2:50][NH:49][CH2:48]1.[Li+].[Cl-]. (5) The reactants are C(O)(C(F)(F)F)=O.[F:8][C:9]1[CH:10]=[C:11]([NH:20][C:21]([C@H:23]2[C:32]3[C:27](=[CH:28][C:29]([O:33][CH3:34])=[CH:30][CH:31]=3)[CH2:26][CH2:25][N:24]2[C:35]([C@@H:37]2[CH2:40][C@H:39]([CH2:41][C:42]([O:44]C(C)(C)C)=[O:43])[CH2:38]2)=[O:36])=[O:22])[CH:12]=[C:13]([F:19])[C:14]=1[Si:15]([CH3:18])([CH3:17])[CH3:16].C(=O)([O-])O.[Na+]. No catalyst specified. The product is [F:8][C:9]1[CH:10]=[C:11]([NH:20][C:21]([C@H:23]2[C:32]3[C:27](=[CH:28][C:29]([O:33][CH3:34])=[CH:30][CH:31]=3)[CH2:26][CH2:25][N:24]2[C:35]([C@@H:37]2[CH2:40][C@H:39]([CH2:41][C:42]([OH:44])=[O:43])[CH2:38]2)=[O:36])=[O:22])[CH:12]=[C:13]([F:19])[C:14]=1[Si:15]([CH3:17])([CH3:18])[CH3:16]. The yield is 0.659. (6) The reactants are [NH2:1][C:2]1[CH:7]=[CH:6][CH:5]=[CH:4][CH:3]=1.Cl.N([O-])=O.[Na+:12].S([NH2:17])(=O)(=O)O.[NH2:18][C:19]1[C:28]2[C:23](=[CH:24][CH:25]=[CH:26][CH:27]=2)[C:22]([S:29]([OH:32])(=[O:31])=[O:30])=[CH:21][CH:20]=1.[OH-].[Na+].[Cl-].[Na+]. The catalyst is O. The product is [Na+:12].[NH2:18][C:19]1[C:28]2[C:23](=[CH:24][CH:25]=[CH:26][CH:27]=2)[C:22]([S:29]([O-:32])(=[O:30])=[O:31])=[CH:21][C:20]=1[N:17]=[N:1][C:2]1[CH:7]=[CH:6][CH:5]=[CH:4][CH:3]=1. The yield is 0.480. (7) The reactants are [NH2:1][C:2]1[N:7]=[CH:6][N:5]=[C:4]2[N:8]([CH:20]([C:22]3[O:23][C:24]4[C:29]([C:30](=[O:39])[C:31]=3[C:32]3[CH:37]=[CH:36][CH:35]=[C:34]([F:38])[CH:33]=3)=[CH:28][CH:27]=[CH:26][CH:25]=4)[CH3:21])[N:9]=[C:10]([C:11]3[CH:16]=[C:15]([O:17]C)[CH:14]=[C:13]([Cl:19])[CH:12]=3)[C:3]=12. The catalyst is ClCCl.B(Br)(Br)Br. The product is [NH2:1][C:2]1[N:7]=[CH:6][N:5]=[C:4]2[N:8]([CH:20]([C:22]3[O:23][C:24]4[C:29]([C:30](=[O:39])[C:31]=3[C:32]3[CH:37]=[CH:36][CH:35]=[C:34]([F:38])[CH:33]=3)=[CH:28][CH:27]=[CH:26][CH:25]=4)[CH3:21])[N:9]=[C:10]([C:11]3[CH:16]=[C:15]([OH:17])[CH:14]=[C:13]([Cl:19])[CH:12]=3)[C:3]=12. The yield is 0.330. (8) The reactants are Cl[C:2]1[CH:7]=[C:6]([O:8][C:9]2[C:14]([F:15])=[CH:13][C:12]([NH:16][C:17]([C:19]3[C:20](=[O:35])[N:21]([C:28]4[CH:33]=[CH:32][C:31]([F:34])=[CH:30][CH:29]=4)[CH:22]=[CH:23][C:24]=3[O:25][CH2:26][CH3:27])=[O:18])=[C:11]([F:36])[CH:10]=2)[CH:5]=[CH:4][N:3]=1.[C:37]([NH2:43])(=[O:42])[C:38]([CH3:41])([CH3:40])[CH3:39].CC1(C)C2C(=C(P(C3C=CC=CC=3)C3C=CC=CC=3)C=CC=2)OC2C(P(C3C=CC=CC=3)C3C=CC=CC=3)=CC=CC1=2.C([O-])([O-])=O.[Cs+].[Cs+]. The catalyst is O1CCOCC1.C1C=CC(/C=C/C(/C=C/C2C=CC=CC=2)=O)=CC=1.C1C=CC(/C=C/C(/C=C/C2C=CC=CC=2)=O)=CC=1.C1C=CC(/C=C/C(/C=C/C2C=CC=CC=2)=O)=CC=1.[Pd].[Pd]. The product is [F:36][C:11]1[CH:10]=[C:9]([O:8][C:6]2[CH:5]=[CH:4][N:3]=[C:2]([NH:43][C:37](=[O:42])[C:38]([CH3:41])([CH3:40])[CH3:39])[CH:7]=2)[C:14]([F:15])=[CH:13][C:12]=1[NH:16][C:17]([C:19]1[C:20](=[O:35])[N:21]([C:28]2[CH:33]=[CH:32][C:31]([F:34])=[CH:30][CH:29]=2)[CH:22]=[CH:23][C:24]=1[O:25][CH2:26][CH3:27])=[O:18]. The yield is 0.296. (9) The reactants are [CH3:1][C:2]1[CH:3]=[C:4]([CH:24]=[CH:25][C:26]=1[OH:27])[NH:5][C:6]1[C:15]2[C:10](=[CH:11][CH:12]=[CH:13][C:14]=2[O:16][CH:17]2[CH2:22][CH2:21][N:20]([CH3:23])[CH2:19][CH2:18]2)[N:9]=[CH:8][N:7]=1.Cl[CH2:29][C:30]1[CH:34]=[C:33]([CH3:35])[O:32][N:31]=1. No catalyst specified. The product is [CH3:1][C:2]1[CH:3]=[C:4]([CH:24]=[CH:25][C:26]=1[O:27][CH2:29][C:30]1[CH:34]=[C:33]([CH3:35])[O:32][N:31]=1)[NH:5][C:6]1[C:15]2[C:10](=[CH:11][CH:12]=[CH:13][C:14]=2[O:16][CH:17]2[CH2:22][CH2:21][N:20]([CH3:23])[CH2:19][CH2:18]2)[N:9]=[CH:8][N:7]=1. The yield is 0.700. (10) The product is [OH:5][CH2:4][CH2:3][CH2:2][N:6]1[CH2:10][CH2:9][CH2:8][C@H:7]1[C:11]([NH2:13])=[O:12]. The reactants are Br[CH2:2][CH2:3][CH2:4][OH:5].[NH:6]1[CH2:10][CH2:9][CH2:8][C@H:7]1[C:11]([NH2:13])=[O:12].C(=O)([O-])[O-].[K+].[K+]. The yield is 0.600. The catalyst is C(#N)C.